Dataset: Full USPTO retrosynthesis dataset with 1.9M reactions from patents (1976-2016). Task: Predict the reactants needed to synthesize the given product. (1) Given the product [Br:21][C:22]1[C:23]([NH:13][C@H:10]2[CH2:11][CH2:12][N:8]([C:1]([O:3][C:4]([CH3:7])([CH3:6])[CH3:5])=[O:2])[CH2:9]2)=[N:24][C:25]([Cl:28])=[N:26][CH:27]=1, predict the reactants needed to synthesize it. The reactants are: [C:1]([N:8]1[CH2:12][CH2:11][C@H:10]([NH2:13])[CH2:9]1)([O:3][C:4]([CH3:7])([CH3:6])[CH3:5])=[O:2].C(N(CC)CC)C.[Br:21][C:22]1[C:23](Cl)=[N:24][C:25]([Cl:28])=[N:26][CH:27]=1. (2) Given the product [NH2:6][C:5]1[CH:7]=[C:8]([F:9])[C:2]([C:12]#[N:13])=[C:3]([Cl:10])[CH:4]=1, predict the reactants needed to synthesize it. The reactants are: Br[C:2]1[C:8]([F:9])=[CH:7][C:5]([NH2:6])=[CH:4][C:3]=1[Cl:10].[Cu][C:12]#[N:13].CN1C(=O)CCC1.N. (3) Given the product [CH3:30][C:6]1[CH:5]=[C:4](/[CH:31]=[CH:32]/[C:33]([OH:35])=[O:34])[CH:3]=[C:2]([CH3:1])[C:7]=1[O:8][CH:9]([C:14]1[CH:19]=[CH:18][CH:17]=[C:16]([C:20]2[CH:21]=[CH:22][C:23]([C:26]([F:29])([F:27])[F:28])=[CH:24][CH:25]=2)[N:15]=1)[CH2:10][CH2:11][CH2:12][CH3:13], predict the reactants needed to synthesize it. The reactants are: [CH3:1][C:2]1[CH:3]=[C:4](/[CH:31]=[CH:32]/[C:33]([O:35]CC)=[O:34])[CH:5]=[C:6]([CH3:30])[C:7]=1[O:8][CH:9]([C:14]1[CH:19]=[CH:18][CH:17]=[C:16]([C:20]2[CH:25]=[CH:24][C:23]([C:26]([F:29])([F:28])[F:27])=[CH:22][CH:21]=2)[N:15]=1)[CH2:10][CH2:11][CH2:12][CH3:13].[OH-].[Na+].Cl.